Dataset: Catalyst prediction with 721,799 reactions and 888 catalyst types from USPTO. Task: Predict which catalyst facilitates the given reaction. (1) Reactant: [C:1]([C:3]1[CH:4]=[C:5]2[C:10](=[CH:11][CH:12]=1)[NH:9][CH2:8][C@@H:7]([NH:13]C(=O)[C@@H](O)C1C=CC=CC=1)[CH2:6]2)#[N:2].S(=O)(=O)(O)O. Product: [NH2:13][C@H:7]1[CH2:6][C:5]2[C:10](=[CH:11][CH:12]=[C:3]([C:1]#[N:2])[CH:4]=2)[NH:9][CH2:8]1. The catalyst class is: 14. (2) Reactant: C([O:3][CH:4](OCC)[CH2:5][NH:6][CH2:7][C:8]1[S:9][CH:10]=[CH:11][CH:12]=1)C.N. Product: [S:9]1[C:8]2[CH2:7][NH:6][CH2:5][CH:4]([OH:3])[C:12]=2[CH:11]=[CH:10]1. The catalyst class is: 33. (3) Product: [OH:7][CH2:6][C@H:2]1[CH2:3][CH2:4][CH2:5][N:1]1[C:15]([O:17][CH2:18][C:19]1[CH:24]=[CH:23][CH:22]=[CH:21][CH:20]=1)=[O:16]. Reactant: [NH:1]1[CH2:5][CH2:4][CH2:3][C@@H:2]1[CH2:6][OH:7].O.C(=O)([O-])O.[Na+].Cl[C:15]([O:17][CH2:18][C:19]1[CH:24]=[CH:23][CH:22]=[CH:21][CH:20]=1)=[O:16]. The catalyst class is: 13. (4) Reactant: [C:1](=[N:14][NH2:15])([C:8]1[CH:13]=[CH:12][CH:11]=[CH:10][CH:9]=1)[C:2]1[CH:7]=[CH:6][CH:5]=[CH:4][CH:3]=1.[CH3:16][C:17]([C:19]1[CH:24]=[CH:23][C:22]([F:25])=[CH:21][CH:20]=1)=O.C(Cl)(Cl)Cl. Product: [C:2]1([C:1]([C:8]2[CH:9]=[CH:10][CH:11]=[CH:12][CH:13]=2)=[N:14][N:15]=[C:17]([C:19]2[CH:24]=[CH:23][C:22]([F:25])=[CH:21][CH:20]=2)[CH3:16])[CH:7]=[CH:6][CH:5]=[CH:4][CH:3]=1. The catalyst class is: 4.